From a dataset of Forward reaction prediction with 1.9M reactions from USPTO patents (1976-2016). Predict the product of the given reaction. (1) Given the reactants [C:1]([C:4]1[CH:11]=[CH:10][C:7]([CH:8]=[O:9])=[CH:6][CH:5]=1)([OH:3])=[O:2].C(=O)([O-])[O-].[Cs+].[Cs+].[CH2:18](Br)[C:19]1[CH:24]=[CH:23][CH:22]=[CH:21][CH:20]=1, predict the reaction product. The product is: [CH:8]([C:7]1[CH:10]=[CH:11][C:4]([C:1]([O:3][CH2:18][C:19]2[CH:24]=[CH:23][CH:22]=[CH:21][CH:20]=2)=[O:2])=[CH:5][CH:6]=1)=[O:9]. (2) Given the reactants I[C:2]1[C:3](=[O:9])[CH2:4][CH2:5][N:6]([CH3:8])[CH:7]=1.[C:10](=[O:17])([O:12][C:13]([CH3:16])([CH3:15])[CH3:14])[NH2:11].CC(C)([O-])C.[K+].CNCCNC, predict the reaction product. The product is: [CH3:8][N:6]1[CH2:5][CH2:4][C:3](=[O:9])[C:2]([NH:11][C:10](=[O:17])[O:12][C:13]([CH3:16])([CH3:15])[CH3:14])=[CH:7]1. (3) Given the reactants [CH3:1][O:2][C:3]1[CH:4]=[CH:5][C:6]2[NH:12][C:11](=[O:13])[N:10]([CH:14]3[CH2:19][CH2:18][NH:17][CH2:16][CH2:15]3)[CH2:9][CH2:8][C:7]=2[CH:20]=1.Cl[C:22]1[N:27]=[CH:26][N:25]=[C:24]([O:28][C:29]2[CH:30]=[C:31]([C:39]([F:42])([F:41])[F:40])[C:32]3[N:36]=[C:35]([CH3:37])[NH:34][C:33]=3[CH:38]=2)[CH:23]=1.CCN(C(C)C)C(C)C, predict the reaction product. The product is: [CH3:1][O:2][C:3]1[CH:4]=[CH:5][C:6]2[NH:12][C:11](=[O:13])[N:10]([CH:14]3[CH2:19][CH2:18][N:17]([C:22]4[CH:23]=[C:24]([O:28][C:29]5[CH:30]=[C:31]([C:39]([F:40])([F:41])[F:42])[C:32]6[N:36]=[C:35]([CH3:37])[NH:34][C:33]=6[CH:38]=5)[N:25]=[CH:26][N:27]=4)[CH2:16][CH2:15]3)[CH2:9][CH2:8][C:7]=2[CH:20]=1. (4) Given the reactants [CH3:1][O:2][C:3](=[O:23])[CH2:4][CH2:5][C:6]1([N+:20]([O-:22])=[O:21])[CH2:14][C:13]2[NH:12][N:11]=[C:10]([C:15]([O:17][CH2:18][CH3:19])=[O:16])[C:9]=2[CH2:8][CH2:7]1.O1CCCC1.[H-].[Na+].Cl[CH2:32][O:33][CH2:34][CH2:35][Si:36]([CH3:39])([CH3:38])[CH3:37], predict the reaction product. The product is: [CH3:1][O:2][C:3](=[O:23])[CH2:4][CH2:5][C:6]1([N+:20]([O-:22])=[O:21])[CH2:14][C:13]2[N:12]([CH2:32][O:33][CH2:34][CH2:35][Si:36]([CH3:39])([CH3:38])[CH3:37])[N:11]=[C:10]([C:15]([O:17][CH2:18][CH3:19])=[O:16])[C:9]=2[CH2:8][CH2:7]1. (5) The product is: [CH2:14]([O:21][C:22]1[CH:27]=[CH:26][C:25]([S:28]([NH:2][C@@H:3]2[CH2:8][CH2:7][O:6][CH2:5][C@:4]2([CH3:13])[C:9]([O:11][CH3:12])=[O:10])(=[O:30])=[O:29])=[CH:24][CH:23]=1)[C:15]1[CH:16]=[CH:17][CH:18]=[CH:19][CH:20]=1.[CH2:14]([O:21][C:22]1[CH:27]=[CH:26][C:25]([S:28]([NH:2][C@@H:3]2[CH2:8][CH2:7][O:6][CH2:5][C@@:4]2([CH3:13])[C:9]([O:11][CH3:12])=[O:10])(=[O:30])=[O:29])=[CH:24][CH:23]=1)[C:15]1[CH:16]=[CH:17][CH:18]=[CH:19][CH:20]=1. Given the reactants Cl.[NH2:2][CH:3]1[CH2:8][CH2:7][O:6][CH2:5][C:4]1([CH3:13])[C:9]([O:11][CH3:12])=[O:10].[CH2:14]([O:21][C:22]1[CH:27]=[CH:26][C:25]([S:28](Cl)(=[O:30])=[O:29])=[CH:24][CH:23]=1)[C:15]1[CH:20]=[CH:19][CH:18]=[CH:17][CH:16]=1.C([O-])(O)=O.[Na+], predict the reaction product.